This data is from Forward reaction prediction with 1.9M reactions from USPTO patents (1976-2016). The task is: Predict the product of the given reaction. (1) The product is: [C:1]([O:5][C:6]([NH:8][CH2:9][CH2:10][N:11]1[CH:15]=[CH:14][C:13](/[CH:16]=[C:17]2\[CH2:18][N:19]([C:24]([C:31]3[CH:32]=[CH:33][CH:34]=[CH:35][CH:36]=3)([C:37]3[CH:38]=[CH:39][CH:40]=[CH:41][CH:42]=3)[C:25]3[CH:26]=[CH:27][CH:28]=[CH:29][CH:30]=3)[CH2:20][CH2:21][CH:22]\2[OH:23])=[N:12]1)=[O:7])([CH3:4])([CH3:2])[CH3:3]. Given the reactants [C:1]([O:5][C:6]([NH:8][CH2:9][CH2:10][N:11]1[CH:15]=[CH:14][C:13](/[CH:16]=[C:17]2\[CH2:18][N:19]([C:24]([C:37]3[CH:42]=[CH:41][CH:40]=[CH:39][CH:38]=3)([C:31]3[CH:36]=[CH:35][CH:34]=[CH:33][CH:32]=3)[C:25]3[CH:30]=[CH:29][CH:28]=[CH:27][CH:26]=3)[CH2:20][CH2:21][C:22]\2=[O:23])=[N:12]1)=[O:7])([CH3:4])([CH3:3])[CH3:2].ClCCl.CO.[BH4-].[Na+], predict the reaction product. (2) Given the reactants Cl.[C:2]([NH:6][OH:7])([CH3:5])([CH3:4])[CH3:3].[CH3:8][O:9][S:10]([C:13]1[CH:18]=[C:17]([S:19]([O:22][CH3:23])(=[O:21])=[O:20])[N:16]=[CH:15][C:14]=1[CH:24]=O)(=[O:12])=[O:11], predict the reaction product. The product is: [C:2]([N+:6]([O-:7])=[CH:24][C:14]1[CH:15]=[N:16][C:17]([S:19]([O:22][CH3:23])(=[O:21])=[O:20])=[CH:18][C:13]=1[S:10]([O:9][CH3:8])(=[O:11])=[O:12])([CH3:5])([CH3:4])[CH3:3]. (3) Given the reactants C([O:3][C:4](=[O:21])[C:5]([C:15]1[CH:20]=[CH:19][CH:18]=[CH:17][CH:16]=1)([S:7]([C:10]1[S:11][CH:12]=[CH:13][CH:14]=1)(=[O:9])=[O:8])[CH3:6])C.[OH-].[Na+].[CH2:24](O)C, predict the reaction product. The product is: [CH3:6][C:5]([S:7]([C:10]1[S:11][CH:12]=[CH:13][CH:14]=1)(=[O:8])=[O:9])([CH2:15][C:20]1[CH:19]=[CH:18][CH:17]=[CH:16][CH:24]=1)[C:4]([OH:3])=[O:21]. (4) Given the reactants [OH:1][CH2:2][C:3]([NH2:5])=[O:4].N1C=CC=CC=1.[CH3:12][C:13]([Si:16](Cl)([CH3:18])[CH3:17])([CH3:15])[CH3:14].C1(C)C=CC=CC=1, predict the reaction product. The product is: [Si:16]([O:1][CH2:2][C:3]([NH2:5])=[O:4])([C:13]([CH3:15])([CH3:14])[CH3:12])([CH3:18])[CH3:17]. (5) Given the reactants [Br:1][C:2]1[CH:8]=[CH:7][C:5]([NH2:6])=[C:4]([OH:9])[CH:3]=1.[F:10][C:11]1[CH:12]=[C:13]([CH:17]=[CH:18][CH:19]=1)[C:14](O)=O, predict the reaction product. The product is: [Br:1][C:2]1[CH:8]=[CH:7][C:5]2[N:6]=[C:14]([C:13]3[CH:17]=[CH:18][CH:19]=[C:11]([F:10])[CH:12]=3)[O:9][C:4]=2[CH:3]=1.